Dataset: Reaction yield outcomes from USPTO patents with 853,638 reactions. Task: Predict the reaction yield, written as a fraction of the theoretical maximum amount of product (1.0 means a 100% yield; for example, 0.34 means a 34% yield). The reactants are CCCP(=O)=O.Cl.[F:8][C:9]([F:23])([F:22])[C:10]1[CH:15]=[CH:14][CH:13]=[CH:12][C:11]=1[CH:16]1[CH2:21][CH2:20][CH2:19][NH:18][CH2:17]1.C(N(CC)CC)C.[CH3:31][N:32]([CH3:42])[C:33]1[CH:34]=[C:35]([CH:39]=[CH:40][N:41]=1)[C:36](O)=[O:37].C(=O)(O)[O-].[Na+]. The catalyst is C(Cl)Cl. The product is [CH3:31][N:32]([CH3:42])[C:33]1[CH:34]=[C:35]([C:36]([N:18]2[CH2:19][CH2:20][CH2:21][CH:16]([C:11]3[CH:12]=[CH:13][CH:14]=[CH:15][C:10]=3[C:9]([F:8])([F:22])[F:23])[CH2:17]2)=[O:37])[CH:39]=[CH:40][N:41]=1. The yield is 0.160.